From a dataset of Forward reaction prediction with 1.9M reactions from USPTO patents (1976-2016). Predict the product of the given reaction. (1) Given the reactants [CH2:1]([N:4]1[C:12]2[CH:11]=[CH:10][C:9]([Cl:13])=[CH:8][C:7]=2[C:6]2[CH2:14][N:15]([CH3:18])[CH2:16][CH2:17][C:5]1=2)[CH:2]=[CH2:3].[F:19][C:20]1[CH:25]=[CH:24][C:23](Br)=[CH:22][CH:21]=1.C1(P(C2C=CC=CC=2)C2C=CC=CC=2)C=CC=CC=1.C(N(CC)CC)C, predict the reaction product. The product is: [F:19][C:20]1[CH:25]=[CH:24][C:23]([CH:3]=[CH:2][CH2:1][N:4]2[C:12]3[CH:11]=[CH:10][C:9]([Cl:13])=[CH:8][C:7]=3[C:6]3[CH2:14][N:15]([CH3:18])[CH2:16][CH2:17][C:5]2=3)=[CH:22][CH:21]=1. (2) Given the reactants [F:1][C:2]([F:25])([C:6]([F:24])([F:23])[C:7]([F:22])([F:21])[C:8]([F:20])([F:19])[C:9]([F:18])([F:17])[C:10]([F:16])([F:15])[C:11]([F:14])([F:13])[F:12])[C:3]([NH2:5])=[O:4].[CH3:26][Si:27]([CH3:30])([CH3:29])Cl.CCCCCCCCCCCCCCCC, predict the reaction product. The product is: [CH3:26][Si:27]([CH3:30])([CH3:29])[N:5]([Si:27]([CH3:30])([CH3:29])[CH3:26])[C:3](=[O:4])[C:2]([F:25])([F:1])[C:6]([F:23])([F:24])[C:7]([F:21])([F:22])[C:8]([F:19])([F:20])[C:9]([F:17])([F:18])[C:10]([F:15])([F:16])[C:11]([F:14])([F:13])[F:12]. (3) Given the reactants Cl.[CH:2]1([CH2:5][O:6][C:7]2[CH:12]=[CH:11][C:10]([CH3:13])=[CH:9][C:8]=2[C:14]2[C:15]3[NH:23][C:22]([CH3:24])=[C:21]([C:25]([NH:27][CH:28]4[CH2:33][CH2:32][NH:31][CH2:30][CH2:29]4)=[O:26])[C:16]=3[N:17]=[C:18]([CH3:20])[N:19]=2)[CH2:4][CH2:3]1.C([O:37][C@@H:38]([CH3:42])[C:39](Cl)=[O:40])(=O)C, predict the reaction product. The product is: [CH:2]1([CH2:5][O:6][C:7]2[CH:12]=[CH:11][C:10]([CH3:13])=[CH:9][C:8]=2[C:14]2[C:15]3[NH:23][C:22]([CH3:24])=[C:21]([C:25]([NH:27][CH:28]4[CH2:29][CH2:30][N:31]([C:39](=[O:40])[C@@H:38]([OH:37])[CH3:42])[CH2:32][CH2:33]4)=[O:26])[C:16]=3[N:17]=[C:18]([CH3:20])[N:19]=2)[CH2:3][CH2:4]1. (4) Given the reactants [OH:1][C:2]1[C:3]2[O:15][N:14]=[C:13]([C:16]3[CH:21]=[CH:20][CH:19]=[CH:18][CH:17]=3)[C:4]=2[CH:5]=[N:6][C:7]=1[C:8]([O:10]CC)=O.[NH2:22][C@H:23]([C:25]([OH:27])=[O:26])[CH3:24].[O-]CC.[Na+].Cl, predict the reaction product. The product is: [OH:1][C:2]1[C:3]2[O:15][N:14]=[C:13]([C:16]3[CH:17]=[CH:18][CH:19]=[CH:20][CH:21]=3)[C:4]=2[CH:5]=[N:6][C:7]=1[C:8]([NH:22][C@@H:23]([CH3:24])[C:25]([OH:27])=[O:26])=[O:10]. (5) Given the reactants [CH:1]1([C:4]2[C:5]([O:13][CH2:14][C:15]([F:18])([F:17])[F:16])=[CH:6][C:7]([C:10]([OH:12])=O)=[N:8][CH:9]=2)[CH2:3][CH2:2]1.C1N=CN(C(N2C=NC=C2)=O)C=1.O[N:32]=[C:33]([CH:35]1[CH2:37][CH2:36]1)[NH2:34], predict the reaction product. The product is: [CH:35]1([C:33]2[N:34]=[C:10]([C:7]3[CH:6]=[C:5]([O:13][CH2:14][C:15]([F:18])([F:17])[F:16])[C:4]([CH:1]4[CH2:2][CH2:3]4)=[CH:9][N:8]=3)[O:12][N:32]=2)[CH2:37][CH2:36]1. (6) Given the reactants [F:1][C:2]1[C:7]([CH3:8])=[CH:6][C:5](B(O)O)=[C:4]([CH3:12])[CH:3]=1.Cl[C:14]1[N:19]=[C:18]([NH2:20])[N:17]=[C:16]([NH:21][CH2:22][CH2:23][C:24]2[CH:29]=[CH:28][C:27]([Cl:30])=[CH:26][CH:25]=2)[CH:15]=1, predict the reaction product. The product is: [Cl:30][C:27]1[CH:26]=[CH:25][C:24]([CH2:23][CH2:22][NH:21][C:16]2[CH:15]=[C:14]([C:5]3[CH:6]=[C:7]([CH3:8])[C:2]([F:1])=[CH:3][C:4]=3[CH3:12])[N:19]=[C:18]([NH2:20])[N:17]=2)=[CH:29][CH:28]=1. (7) The product is: [ClH:1].[CH3:32][C:30]1[C:28]([NH2:29])=[N:27][C:25](=[O:26])[N:24]([CH:31]=1)[C@@H:10]1[O:11][C@H:12]([CH2:13][OH:14])[C@@H:8]([OH:33])[CH2:9]1. Given the reactants [Cl:1]C1C=CC(C([C@@:8]2([OH:33])[C@@H:12]([CH2:13][O:14]C(=O)C3C=CC(Cl)=CC=3)[O:11][C@@H:10]([N:24]3[CH:31]=[C:30]([CH3:32])[C:28]([NH2:29])=[N:27][C:25]3=[O:26])[CH2:9]2)=O)=CC=1.[OH-].[Na+].Cl, predict the reaction product. (8) Given the reactants B(Br)(Br)Br.[F:5][C:6]1[CH:34]=[CH:33][C:9]([CH:10]([C:23]([OH:32])([CH2:28][C:29]([CH3:31])=[CH2:30])[C:24]([F:27])([F:26])[F:25])[NH:11][C:12]2[CH:21]=[CH:20][CH:19]=[C:18]3[C:13]=2[CH:14]=[N:15][C:16]([CH3:22])=[N:17]3)=[C:8]([O:35][CH3:36])[CH:7]=1, predict the reaction product. The product is: [F:5][C:6]1[CH:34]=[CH:33][C:9]([CH:10]([C:23]([OH:32])([CH:28]=[C:29]([CH3:30])[CH3:31])[C:24]([F:26])([F:25])[F:27])[NH:11][C:12]2[CH:21]=[CH:20][CH:19]=[C:18]3[C:13]=2[CH:14]=[N:15][C:16]([CH3:22])=[N:17]3)=[C:8]([O:35][CH3:36])[CH:7]=1. (9) Given the reactants [H-].[Na+].[OH:3][CH:4]([CH3:24])[CH2:5][N:6]1[CH2:11][CH2:10][N:9]2[N:12]=[C:13]([CH2:15][O:16][C:17]3[CH:22]=[CH:21][CH:20]=[CH:19][CH:18]=3)[CH:14]=[C:8]2[C:7]1=[O:23].I[CH3:26], predict the reaction product. The product is: [CH3:26][O:3][CH:4]([CH3:24])[CH2:5][N:6]1[CH2:11][CH2:10][N:9]2[N:12]=[C:13]([CH2:15][O:16][C:17]3[CH:18]=[CH:19][CH:20]=[CH:21][CH:22]=3)[CH:14]=[C:8]2[C:7]1=[O:23]. (10) Given the reactants [Cl:1][C:2]1[CH:3]=[C:4](B(O)O)[CH:5]=[CH:6][C:7]=1[F:8].[NH2:12][C:13]1[N:14]=[C:15]([N:24]2[CH2:29][CH2:28][N:27]([C:30](=[O:40])[CH2:31][O:32][C:33]3[CH:38]=[CH:37][C:36]([Cl:39])=[CH:35][CH:34]=3)[CH2:26][CH2:25]2)[C:16]2[N:22]=[C:21](Cl)[CH:20]=[CH:19][C:17]=2[N:18]=1, predict the reaction product. The product is: [NH2:12][C:13]1[N:14]=[C:15]([N:24]2[CH2:25][CH2:26][N:27]([C:30](=[O:40])[CH2:31][O:32][C:33]3[CH:38]=[CH:37][C:36]([Cl:39])=[CH:35][CH:34]=3)[CH2:28][CH2:29]2)[C:16]2[N:22]=[C:21]([C:4]3[CH:5]=[CH:6][C:7]([F:8])=[C:2]([Cl:1])[CH:3]=3)[CH:20]=[CH:19][C:17]=2[N:18]=1.